Dataset: Reaction yield outcomes from USPTO patents with 853,638 reactions. Task: Predict the reaction yield, written as a fraction of the theoretical maximum amount of product (1.0 means a 100% yield; for example, 0.34 means a 34% yield). (1) The reactants are O=[C:2]([CH2:10][CH2:11][C:12](=O)[C:13]1[CH:18]=[CH:17][C:16]([N:19]2[CH2:23][CH2:22][O:21][C:20]2=[O:24])=[CH:15][CH:14]=1)[CH2:3][CH2:4][C:5]([O:7][CH2:8][CH3:9])=[O:6].[NH2:26][C:27]1[CH:35]=[CH:34][C:30]([C:31]([NH2:33])=[O:32])=[CH:29][C:28]=1[CH3:36]. The catalyst is CCO.C(S([O-])(=O)=O)(F)(F)F.C(S([O-])(=O)=O)(F)(F)F.[Zn+2]. The product is [C:31]([C:30]1[CH:34]=[CH:35][C:27]([N:26]2[C:12]([C:13]3[CH:18]=[CH:17][C:16]([N:19]4[CH2:23][CH2:22][O:21][C:20]4=[O:24])=[CH:15][CH:14]=3)=[CH:11][CH:10]=[C:2]2[CH2:3][CH2:4][C:5]([O:7][CH2:8][CH3:9])=[O:6])=[C:28]([CH3:36])[CH:29]=1)(=[O:32])[NH2:33]. The yield is 0.390. (2) The reactants are [CH3:1][O:2][C:3]1[CH:10]=[CH:9][C:8]([C:11]2[S:12][CH:13]=[CH:14][CH:15]=2)=[CH:7][C:4]=1[CH:5]=O.[OH:16][C:17]1[CH:22]=[CH:21][C:20]([C:23](=[O:25])[CH3:24])=[CH:19][C:18]=1[O:26][CH3:27].S(=O)(=O)(O)O.[Cl-].[Na+]. The catalyst is [OH-].[K+].[Cl-].C([N+](C)(C)C)CCCCCCCCCCCCCCC. The product is [CH3:1][O:2][C:3]1[CH:10]=[CH:9][C:8]([C:11]2[S:12][CH:13]=[CH:14][CH:15]=2)=[CH:7][C:4]=1[CH:5]=[CH:24][C:23]([C:20]1[CH:21]=[CH:22][C:17]([OH:16])=[C:18]([O:26][CH3:27])[CH:19]=1)=[O:25]. The yield is 0.730. (3) The reactants are [CH2:1]([N:3]1[CH2:8][CH2:7][N:6]([CH2:9][C:10]2[CH:18]=[CH:17][C:13]([C:14]([OH:16])=O)=[CH:12][C:11]=2[C:19]([F:22])([F:21])[F:20])[CH2:5][CH2:4]1)[CH3:2].CN(C(ON1N=NC2C=CC=NC1=2)=[N+](C)C)C.F[P-](F)(F)(F)(F)F.CCN(C(C)C)C(C)C.[NH2:56][C@H:57]1[C@H:62]2[C@@H:58]1[O:59][C:60]1[CH:66]=[CH:65][C:64]([O:67][C:68]3[CH:77]=[CH:76][N:75]=[C:74]4[C:69]=3[CH2:70][CH2:71][C:72](=[O:78])[NH:73]4)=[CH:63][C:61]=12. The catalyst is CN(C=O)C.C(Cl)Cl.CO. The product is [CH2:1]([N:3]1[CH2:8][CH2:7][N:6]([CH2:9][C:10]2[CH:18]=[CH:17][C:13]([C:14]([NH:56][C@H:57]3[C@H:62]4[C@@H:58]3[O:59][C:60]3[CH:66]=[CH:65][C:64]([O:67][C:68]5[C:69]6[CH2:70][CH2:71][C:72](=[O:78])[NH:73][C:74]=6[N:75]=[CH:76][CH:77]=5)=[CH:63][C:61]=34)=[O:16])=[CH:12][C:11]=2[C:19]([F:21])([F:20])[F:22])[CH2:5][CH2:4]1)[CH3:2]. The yield is 0.520. (4) The reactants are CCN(C(C)C)C(C)C.CC([O:14][C:15]([N:17]1[CH2:22][CH2:21][O:20][CH2:19][C@@H:18]1[C:23]([OH:25])=O)=[O:16])(C)C.CN(C(ON1N=NC2C=CC=NC1=2)=[N+](C)C)C.F[P-](F)(F)(F)(F)F.[NH2:50][CH2:51][C:52]1[CH:53]=[C:54]([CH2:58][N:59]2[C:67]3[C:62](=[C:63]([C:68]([OH:71])([CH3:70])[CH3:69])[CH:64]=[CH:65][CH:66]=3)[C:61]([NH:72][S:73]([C:76]3[S:77][C:78]([Cl:81])=[CH:79][CH:80]=3)(=[O:75])=[O:74])=[N:60]2)[CH:55]=[CH:56][CH:57]=1.Cl.O1CCOCC1. The catalyst is C(Cl)Cl.CO. The product is [CH:15]([OH:16])=[O:14].[Cl:81][C:78]1[S:77][C:76]([S:73]([NH:72][C:61]2[C:62]3[C:67](=[CH:66][CH:65]=[CH:64][C:63]=3[C:68]([OH:71])([CH3:69])[CH3:70])[N:59]([CH2:58][C:54]3[CH:53]=[C:52]([CH2:51][NH:50][C:23]([C@H:18]4[CH2:19][O:20][CH2:21][CH2:22][NH:17]4)=[O:25])[CH:57]=[CH:56][CH:55]=3)[N:60]=2)(=[O:74])=[O:75])=[CH:80][CH:79]=1. The yield is 0.0500. (5) The catalyst is CO.C(O)(=O)C. The product is [Cl:15][C:16]1[CH:17]=[CH:18][C:19]([OH:25])=[C:20](/[C:22](=[N:2]/[NH:1][C:3]([C:5]2[CH:6]=[C:7]([S:11]([NH2:14])(=[O:13])=[O:12])[CH:8]=[CH:9][CH:10]=2)=[O:4])/[CH3:23])[CH:21]=1. The reactants are [NH:1]([C:3]([C:5]1[CH:6]=[C:7]([S:11]([NH2:14])(=[O:13])=[O:12])[CH:8]=[CH:9][CH:10]=1)=[O:4])[NH2:2].[Cl:15][C:16]1[CH:17]=[CH:18][C:19]([OH:25])=[C:20]([C:22](=O)[CH3:23])[CH:21]=1. The yield is 0.404. (6) The reactants are [CH3:1][C:2]([CH3:16])([CH3:15])[C:3]#[C:4][C:5]1[C:6]([NH2:14])=[N:7][CH:8]=[C:9]([N+:11]([O-:13])=[O:12])[CH:10]=1.CCCC[N+](CCCC)(CCCC)CCCC.[F-]. The catalyst is C1COCC1. The product is [C:2]([C:3]1[NH:14][C:6]2=[N:7][CH:8]=[C:9]([N+:11]([O-:13])=[O:12])[CH:10]=[C:5]2[CH:4]=1)([CH3:16])([CH3:15])[CH3:1]. The yield is 0.630.